From a dataset of Catalyst prediction with 721,799 reactions and 888 catalyst types from USPTO. Predict which catalyst facilitates the given reaction. Reactant: [Cl:1][C:2]1[CH:7]=[C:6]([Cl:8])[CH:5]=[CH:4][C:3]=1[C:9]1[C:10]([N+:16]([O-:18])=[O:17])=[N:11][CH:12]=[C:13](Br)[N:14]=1.[C:19]([NH:26][CH2:27][CH2:28][NH2:29])([O:21][C:22]([CH3:25])([CH3:24])[CH3:23])=[O:20].CCN(C(C)C)C(C)C. Product: [Cl:1][C:2]1[CH:7]=[C:6]([Cl:8])[CH:5]=[CH:4][C:3]=1[C:9]1[N:14]=[C:13]([NH:29][CH2:28][CH2:27][NH:26][C:19]([O:21][C:22]([CH3:25])([CH3:24])[CH3:23])=[O:20])[CH:12]=[N:11][C:10]=1[N+:16]([O-:18])=[O:17]. The catalyst class is: 248.